Dataset: NCI-60 drug combinations with 297,098 pairs across 59 cell lines. Task: Regression. Given two drug SMILES strings and cell line genomic features, predict the synergy score measuring deviation from expected non-interaction effect. (1) Drug 1: CC1=C(C(=O)C2=C(C1=O)N3CC4C(C3(C2COC(=O)N)OC)N4)N. Drug 2: CC1C(C(CC(O1)OC2CC(CC3=C2C(=C4C(=C3O)C(=O)C5=C(C4=O)C(=CC=C5)OC)O)(C(=O)CO)O)N)O.Cl. Cell line: MCF7. Synergy scores: CSS=43.0, Synergy_ZIP=-7.64, Synergy_Bliss=-8.41, Synergy_Loewe=-0.913, Synergy_HSA=0.132. (2) Drug 1: C1=CC=C(C=C1)NC(=O)CCCCCCC(=O)NO. Drug 2: C1CN1C2=NC(=NC(=N2)N3CC3)N4CC4. Cell line: HS 578T. Synergy scores: CSS=24.3, Synergy_ZIP=-3.89, Synergy_Bliss=-1.17, Synergy_Loewe=2.90, Synergy_HSA=3.73. (3) Drug 1: C1=C(C(=O)NC(=O)N1)F. Drug 2: CS(=O)(=O)OCCCCOS(=O)(=O)C. Cell line: HCT-15. Synergy scores: CSS=32.5, Synergy_ZIP=-0.656, Synergy_Bliss=-5.03, Synergy_Loewe=-22.7, Synergy_HSA=-6.40. (4) Drug 1: CC1=C(C(=O)C2=C(C1=O)N3CC4C(C3(C2COC(=O)N)OC)N4)N. Drug 2: COC1=C2C(=CC3=C1OC=C3)C=CC(=O)O2. Cell line: UACC-257. Synergy scores: CSS=8.71, Synergy_ZIP=-2.49, Synergy_Bliss=0.356, Synergy_Loewe=-22.1, Synergy_HSA=-0.645. (5) Drug 1: C1=NC2=C(N=C(N=C2N1C3C(C(C(O3)CO)O)F)Cl)N. Drug 2: C1CN1C2=NC(=NC(=N2)N3CC3)N4CC4. Cell line: HCC-2998. Synergy scores: CSS=24.0, Synergy_ZIP=-7.73, Synergy_Bliss=-1.44, Synergy_Loewe=0.803, Synergy_HSA=2.73.